This data is from Peptide-MHC class II binding affinity with 134,281 pairs from IEDB. The task is: Regression. Given a peptide amino acid sequence and an MHC pseudo amino acid sequence, predict their binding affinity value. This is MHC class II binding data. (1) The peptide sequence is FNIQYVNYWFAPGAA. The MHC is HLA-DPA10201-DPB10101 with pseudo-sequence HLA-DPA10201-DPB10101. The binding affinity (normalized) is 0.220. (2) The peptide sequence is HDKKSMGDDHFWAVR. The MHC is DRB1_1602 with pseudo-sequence DRB1_1602. The binding affinity (normalized) is 0.401. (3) The peptide sequence is AFKVAATGANAAPAN. The MHC is DRB1_0401 with pseudo-sequence DRB1_0401. The binding affinity (normalized) is 0.668. (4) The MHC is HLA-DQA10501-DQB10301 with pseudo-sequence HLA-DQA10501-DQB10301. The peptide sequence is TLWQRPVVTIKIGGQLKEAL. The binding affinity (normalized) is 0.296. (5) The peptide sequence is PAPMLAAAAGWQTLS. The MHC is DRB3_0202 with pseudo-sequence DRB3_0202. The binding affinity (normalized) is 0.129. (6) The peptide sequence is EEQEQWKTANEAVQD. The MHC is HLA-DQA10501-DQB10402 with pseudo-sequence HLA-DQA10501-DQB10402. The binding affinity (normalized) is 0.285. (7) The peptide sequence is GKLYSILKIQSPLFT. The MHC is DRB1_0701 with pseudo-sequence DRB1_0701. The binding affinity (normalized) is 0.587.